Dataset: Forward reaction prediction with 1.9M reactions from USPTO patents (1976-2016). Task: Predict the product of the given reaction. (1) Given the reactants C([O:5][C:6]([C@H:8]1[CH2:12][CH2:11][CH2:10][N:9]1[C:13](=[O:38])[CH2:14][O:15][C:16]1[CH:21]=[CH:20][C:19]([O:22][CH2:23][C:24]([N:26]2[CH2:30][CH2:29][CH2:28][C@@H:27]2[C:31]([O:33]C(C)(C)C)=[O:32])=[O:25])=[CH:18][CH:17]=1)=[O:7])(C)(C)C, predict the reaction product. The product is: [C:31]([C@H:27]1[CH2:28][CH2:29][CH2:30][N:26]1[C:24](=[O:25])[CH2:23][O:22][C:19]1[CH:18]=[CH:17][C:16]([O:15][CH2:14][C:13]([N:9]2[CH2:10][CH2:11][CH2:12][C@@H:8]2[C:6]([OH:7])=[O:5])=[O:38])=[CH:21][CH:20]=1)([OH:33])=[O:32]. (2) Given the reactants [C:1]1([S:7]([N:10]2[C:14]3[CH:15]=[N:16][C:17]([C:26]#[N:27])=[C:18]([O:19][CH:20]4[CH2:25][CH2:24][NH:23][CH2:22][CH2:21]4)[C:13]=3[C:12]3[CH:28]=[C:29]([Br:32])[CH:30]=[N:31][C:11]2=3)(=[O:9])=[O:8])[CH:6]=[CH:5][CH:4]=[CH:3][CH:2]=1.[I-].[Na+].Br[CH2:36][CH2:37][O:38][CH:39]1[CH2:44][CH2:43][CH2:42][CH2:41][O:40]1, predict the reaction product. The product is: [C:1]1([S:7]([N:10]2[C:14]3[CH:15]=[N:16][C:17]([C:26]#[N:27])=[C:18]([O:19][CH:20]4[CH2:25][CH2:24][N:23]([CH2:36][CH2:37][O:38][CH:39]5[CH2:44][CH2:43][CH2:42][CH2:41][O:40]5)[CH2:22][CH2:21]4)[C:13]=3[C:12]3[CH:28]=[C:29]([Br:32])[CH:30]=[N:31][C:11]2=3)(=[O:8])=[O:9])[CH:2]=[CH:3][CH:4]=[CH:5][CH:6]=1. (3) Given the reactants N1C=CN=C1.[Si:6](Cl)([C:9]([CH3:12])([CH3:11])[CH3:10])([CH3:8])[CH3:7].[NH2:14][C:15]1[N:20]=[C:19]([S:21][CH2:22][C:23]2[CH:28]=[CH:27][CH:26]=[CH:25][CH:24]=2)[N:18]=[C:17]([NH:29][C@H:30]([CH3:33])[CH2:31][OH:32])[CH:16]=1, predict the reaction product. The product is: [CH2:22]([S:21][C:19]1[N:18]=[C:17]([NH:29][C@H:30]([CH3:33])[CH2:31][O:32][Si:6]([C:9]([CH3:12])([CH3:11])[CH3:10])([CH3:8])[CH3:7])[CH:16]=[C:15]([NH2:14])[N:20]=1)[C:23]1[CH:28]=[CH:27][CH:26]=[CH:25][CH:24]=1. (4) Given the reactants C[O:2][C:3](=[O:30])[C@H:4]([CH2:22][C:23]1[CH:28]=[CH:27][C:26]([NH2:29])=[CH:25][CH:24]=1)[NH:5][C:6]([C:8]1([CH2:13][C:14]2[CH:19]=[CH:18][C:17]([O:20][CH3:21])=[CH:16][CH:15]=2)[CH2:12][CH2:11][CH2:10][CH2:9]1)=[O:7].[N:31]1[C:40]2[C:35](=[CH:36][CH:37]=[CH:38][CH:39]=2)[C:34]([C:41](O)=[O:42])=[CH:33][CH:32]=1.CN(C(ON1N=NC2C=CC=CC1=2)=[N+](C)C)C.F[P-](F)(F)(F)(F)F.C(N(C(C)C)CC)(C)C.[OH-].[Na+], predict the reaction product. The product is: [CH3:21][O:20][C:17]1[CH:16]=[CH:15][C:14]([CH2:13][C:8]2([C:6]([NH:5][C@H:4]([C:3]([OH:2])=[O:30])[CH2:22][C:23]3[CH:28]=[CH:27][C:26]([NH:29][C:41]([C:34]4[C:35]5[C:40](=[CH:39][CH:38]=[CH:37][CH:36]=5)[N:31]=[CH:32][CH:33]=4)=[O:42])=[CH:25][CH:24]=3)=[O:7])[CH2:9][CH2:10][CH2:11][CH2:12]2)=[CH:19][CH:18]=1. (5) The product is: [ClH:1].[F:2][C:3]([F:27])([F:28])[C:4]1[CH:5]=[C:6]([C:10]2[CH:15]=[CH:14][C:13]([C@@H:16]3[CH2:18][C@H:17]3[NH2:19])=[CH:12][CH:11]=2)[CH:7]=[CH:8][CH:9]=1. Given the reactants [ClH:1].[F:2][C:3]([F:28])([F:27])[C:4]1[CH:5]=[C:6]([C:10]2[CH:15]=[CH:14][C:13]([C@@H:16]3[CH2:18][C@H:17]3[NH:19]C(=O)OC(C)(C)C)=[CH:12][CH:11]=2)[CH:7]=[CH:8][CH:9]=1, predict the reaction product.